Dataset: Full USPTO retrosynthesis dataset with 1.9M reactions from patents (1976-2016). Task: Predict the reactants needed to synthesize the given product. (1) Given the product [CH2:1]([O:8][C:9]1[CH:24]=[CH:23][C:12]([C:13]2[S:34][C:21]3[CH:20]=[CH:19][N:18]=[CH:17][C:16]=3[N:15]=2)=[CH:11][CH:10]=1)[C:2]1[CH:7]=[CH:6][CH:5]=[CH:4][CH:3]=1, predict the reactants needed to synthesize it. The reactants are: [CH2:1]([O:8][C:9]1[CH:24]=[CH:23][C:12]([C:13]([NH:15][C:16]2[CH:17]=[N:18][CH:19]=[CH:20][C:21]=2Cl)=O)=[CH:11][CH:10]=1)[C:2]1[CH:7]=[CH:6][CH:5]=[CH:4][CH:3]=1.COC1C=CC(P2(=S)SP(C3C=CC(OC)=CC=3)(=S)[S:34]2)=CC=1.O. (2) Given the product [ClH:7].[CH2:8]([O:10][C:11](=[O:36])[CH2:12][NH:13][CH2:14][C:15]1[C:24](=[O:25])[C:23]2[C:18](=[CH:19][C:20]([NH:27][CH:28]3[CH2:33][CH2:32][CH2:31][CH2:30][CH2:29]3)=[C:21]([F:26])[CH:22]=2)[N:17]([CH2:34][CH3:35])[CH:16]=1)[CH3:9], predict the reactants needed to synthesize it. The reactants are: C(OC(=O)C)C.[ClH:7].[CH2:8]([O:10][C:11](=[O:36])[CH2:12][NH:13][CH2:14][C:15]1[C:24](=[O:25])[C:23]2[C:18](=[CH:19][C:20]([NH:27][CH:28]3[CH2:33][CH2:32][CH2:31][CH2:30][CH2:29]3)=[C:21]([F:26])[CH:22]=2)[N:17]([CH2:34][CH3:35])[CH:16]=1)[CH3:9]. (3) Given the product [Br:5][C:6]1[N:7]=[C:8]([CH2:30][C:29]([O:32][CH3:33])=[O:31])[N:9]([C:19]2[CH:24]=[CH:23][C:22]([Cl:25])=[CH:21][CH:20]=2)[C:10]=1[C:11]1[C:16]([F:17])=[CH:15][CH:14]=[CH:13][C:12]=1[F:18], predict the reactants needed to synthesize it. The reactants are: S(Cl)(Cl)=O.[Br:5][C:6]1[N:7]=[C:8](CC#N)[N:9]([C:19]2[CH:24]=[CH:23][C:22]([Cl:25])=[CH:21][CH:20]=2)[C:10]=1[C:11]1[C:16]([F:17])=[CH:15][CH:14]=[CH:13][C:12]=1[F:18].[C:29]([O:32][CH2:33]C)(=[O:31])[CH3:30]. (4) Given the product [CH2:15]([O:16][C:17]1[CH:22]=[CH:21][CH:20]=[CH:19][C:18]=1[N:23]1[C:5](=[O:13])[C:6]2[C:7](=[CH:9][CH:10]=[CH:11][CH:12]=2)[N:8]=[C:3]1[CH2:1][CH3:2])[CH3:14], predict the reactants needed to synthesize it. The reactants are: [CH2:1]([C:3]1O[C:5](=[O:13])[C:6]2[CH:12]=[CH:11][CH:10]=[CH:9][C:7]=2[N:8]=1)[CH3:2].[CH3:14][CH2:15][O:16][C:17]1[C:18]([NH2:23])=[CH:19][CH:20]=[CH:21][CH:22]=1. (5) Given the product [ClH:1].[Cl:1][C:2]1[C:3]([NH:18][C:20]2[CH:25]=[CH:24][C:23]([CH2:26][C:27]#[N:28])=[CH:22][CH:21]=2)=[C:4]2[CH2:17][CH2:16][CH2:15][C:5]2=[N:6][C:7]=1[C:8]1[CH:13]=[CH:12][CH:11]=[C:10]([Cl:14])[CH:9]=1, predict the reactants needed to synthesize it. The reactants are: [Cl:1][C:2]1[C:3]([NH2:18])=[C:4]2[CH2:17][CH2:16][CH2:15][C:5]2=[N:6][C:7]=1[C:8]1[CH:13]=[CH:12][CH:11]=[C:10]([Cl:14])[CH:9]=1.Br[C:20]1[CH:25]=[CH:24][C:23]([CH2:26][C:27]#[N:28])=[CH:22][CH:21]=1.CC(C1C=C(C(C)C)C(C2C=CC=CC=2P(C2CCCCC2)C2CCCCC2)=C(C(C)C)C=1)C.P([O-])([O-])([O-])=O.[K+].[K+].[K+].